From a dataset of Full USPTO retrosynthesis dataset with 1.9M reactions from patents (1976-2016). Predict the reactants needed to synthesize the given product. (1) Given the product [F:1][C:2]1[CH:10]=[C:9]2[C:5]([C:6]([CH2:18][OH:19])=[CH:7][N:8]2[C:11]([O:13][C:14]([CH3:15])([CH3:17])[CH3:16])=[O:12])=[CH:4][CH:3]=1, predict the reactants needed to synthesize it. The reactants are: [F:1][C:2]1[CH:10]=[C:9]2[C:5]([C:6]([CH:18]=[O:19])=[CH:7][N:8]2[C:11]([O:13][C:14]([CH3:17])([CH3:16])[CH3:15])=[O:12])=[CH:4][CH:3]=1.[BH4-].[Na+].ClCCl. (2) Given the product [CH3:28][O:27][C:9]1[CH:8]=[C:7]([N:4]2[CH2:5][CH2:6][CH:2]([O:39][C:36]3[CH:37]=[CH:38][C:33]([O:32][C:31]([F:30])([F:40])[F:41])=[CH:34][CH:35]=3)[C:3]2=[O:29])[CH:12]=[CH:11][C:10]=1[O:13][CH2:14][C:15]([CH3:26])([O:17][CH2:18][O:19][CH2:20][CH2:21][Si:22]([CH3:25])([CH3:24])[CH3:23])[CH3:16], predict the reactants needed to synthesize it. The reactants are: Br[CH:2]1[CH2:6][CH2:5][N:4]([C:7]2[CH:12]=[CH:11][C:10]([O:13][CH2:14][C:15]([CH3:26])([O:17][CH2:18][O:19][CH2:20][CH2:21][Si:22]([CH3:25])([CH3:24])[CH3:23])[CH3:16])=[C:9]([O:27][CH3:28])[CH:8]=2)[C:3]1=[O:29].[F:30][C:31]([F:41])([F:40])[O:32][C:33]1[CH:38]=[CH:37][C:36]([OH:39])=[CH:35][CH:34]=1.